From a dataset of Catalyst prediction with 721,799 reactions and 888 catalyst types from USPTO. Predict which catalyst facilitates the given reaction. (1) Reactant: CO[C:3]([C:5]1[S:16][C:8]2[CH:9]=[N:10][CH:11]=[C:12]([C:13]([OH:15])=O)[C:7]=2[CH:6]=1)=[O:4].[CH2:17]([N:24]1[CH2:29][CH2:28][NH:27][CH2:26][CH2:25]1)[C:18]1[CH:23]=[CH:22][CH:21]=[CH:20][CH:19]=1.[NH3:30]. Product: [CH2:17]([N:24]1[CH2:29][CH2:28][N:27]([C:13]([C:12]2[CH:11]=[N:10][CH:9]=[C:8]3[S:16][C:5]([C:3]([NH2:30])=[O:4])=[CH:6][C:7]=23)=[O:15])[CH2:26][CH2:25]1)[C:18]1[CH:19]=[CH:20][CH:21]=[CH:22][CH:23]=1. The catalyst class is: 5. (2) Reactant: C(=O)([O-])[O-].[K+].[K+].[C:7]1([C:13](B(O)O)=[CH2:14])[CH:12]=[CH:11][CH:10]=[CH:9][CH:8]=1.[O:18]1[CH2:23][CH2:22][CH2:21][O:20][CH:19]1[C:24]1[CH:29]=[CH:28][C:27]([C:30]2[S:31][C:32]3[CH:38]=[C:37](Br)[CH:36]=[CH:35][C:33]=3[N:34]=2)=[C:26]([F:40])[CH:25]=1. Product: [O:18]1[CH2:23][CH2:22][CH2:21][O:20][CH:19]1[C:24]1[CH:29]=[CH:28][C:27]([C:30]2[S:31][C:32]3[CH:38]=[C:37]([C:13]([C:7]4[CH:12]=[CH:11][CH:10]=[CH:9][CH:8]=4)=[CH2:14])[CH:36]=[CH:35][C:33]=3[N:34]=2)=[C:26]([F:40])[CH:25]=1. The catalyst class is: 169. (3) Reactant: Cl[Mg][C:3]1[CH:8]=[CH:7][CH:6]=[CH:5][CH:4]=1.[Br-].[C:10]([CH:12]1[CH2:14][CH:13]1[C:15](N(OC)C)=[O:16])#[N:11].[Cl-:21].[NH4+]. Product: [Cl:21][C:3]1[CH:8]=[CH:7][C:6]([C:15]([CH:13]2[CH2:14][CH:12]2[C:10]#[N:11])=[O:16])=[CH:5][CH:4]=1. The catalyst class is: 469. (4) Reactant: [Cl-].[Cl:2][CH2:3][N+:4]12[CH2:11][CH2:10][N:7]([CH2:8][CH2:9]1)[C@H:6]([C:12]1[CH:17]=[CH:16][CH:15]=[CH:14][CH:13]=1)[CH2:5]2.[F:18][C:19]([F:25])([F:24])[S:20]([O-:23])(=[O:22])=[O:21].[Na+]. Product: [F:18][C:19]([F:25])([F:24])[S:20]([O-:23])(=[O:22])=[O:21].[Cl:2][CH2:3][N+:4]12[CH2:9][CH2:8][N:7]([CH2:10][CH2:11]1)[C@H:6]([C:12]1[CH:13]=[CH:14][CH:15]=[CH:16][CH:17]=1)[CH2:5]2. The catalyst class is: 10. (5) Reactant: [C:1]([O:4][CH:5]1[CH2:10][CH2:9][N:8]([C:11]2[CH:16]=[CH:15][C:14](Br)=[CH:13]N=2)[CH2:7][CH2:6]1)(=[O:3])[CH3:2].[B:18]1([B:18]2[O:22][C:21]([CH3:24])([CH3:23])[C:20]([CH3:26])([CH3:25])[O:19]2)[O:22][C:21]([CH3:24])([CH3:23])[C:20]([CH3:26])([CH3:25])[O:19]1.[CH3:36]C([O-])=O.[K+]. Product: [C:1]([O:4][CH:5]1[CH2:10][CH2:9][N:8]([C:11]2[CH:36]=[CH:13][C:14]([B:18]3[O:22][C:21]([CH3:24])([CH3:23])[C:20]([CH3:26])([CH3:25])[O:19]3)=[CH:15][CH:16]=2)[CH2:7][CH2:6]1)(=[O:3])[CH3:2]. The catalyst class is: 3. (6) Reactant: FC(F)(F)C(O[C:6](=[O:11])[C:7](F)(F)F)=O.ClCCl.[Br:17][C:18]1[C:23]([CH3:24])=[CH:22][N+:21]([O-])=C(C)[CH:19]=1. Product: [Br:17][C:18]1[C:23]([CH3:24])=[CH:22][N:21]=[C:7]([CH2:6][OH:11])[CH:19]=1. The catalyst class is: 81. (7) Reactant: Br[C:2]1[CH:3]=[C:4]2[C:8](=[CH:9][CH:10]=1)[NH:7][CH2:6][CH2:5]2.[CH3:11][N:12]1[C:16]([C:17]#[N:18])=[CH:15][CH:14]=[C:13]1B(O)O.[F-].[K+]. Product: [NH:7]1[C:8]2[C:4](=[CH:3][C:2]([C:13]3[N:12]([CH3:11])[C:16]([C:17]#[N:18])=[CH:15][CH:14]=3)=[CH:10][CH:9]=2)[CH2:5][CH2:6]1. The catalyst class is: 110. (8) Reactant: [C:1]1([C:7]2[N:12]3[N:13]=[C:14]([NH:16][CH:17]4[CH2:22][CH2:21][CH:20]([C:23](O)=[O:24])[CH2:19][CH2:18]4)[N:15]=[C:11]3[CH:10]=[CH:9][CH:8]=2)[CH:6]=[CH:5][CH:4]=[CH:3][CH:2]=1.C[N:27]1CCOCC1.[Cl-].[NH4+]. The catalyst class is: 9. Product: [C:1]1([C:7]2[N:12]3[N:13]=[C:14]([NH:16][C@@H:17]4[CH2:18][CH2:19][C@H:20]([C:23]([NH2:27])=[O:24])[CH2:21][CH2:22]4)[N:15]=[C:11]3[CH:10]=[CH:9][CH:8]=2)[CH:2]=[CH:3][CH:4]=[CH:5][CH:6]=1. (9) Reactant: FC(F)(F)C(O)=O.[O:8]1[CH2:13][CH2:12][N:11]([C:14]2[C:15]3[N:16]([C:20]([C:35]4[CH:43]=[CH:42][C:38]([C:39]([OH:41])=O)=[CH:37][CH:36]=4)=[C:21](/[CH:23]=[CH:24]/[C:25]4[CH:34]=[CH:33][C:32]5[C:27](=[CH:28][CH:29]=[CH:30][CH:31]=5)[N:26]=4)[N:22]=3)[N:17]=[CH:18][CH:19]=2)[CH2:10][CH2:9]1.[NH2:44][CH2:45][CH2:46][C:47]([O:49][CH3:50])=[O:48].CN(C(ON1N=NC2C=CC=NC1=2)=[N+](C)C)C.F[P-](F)(F)(F)(F)F.CCN(C(C)C)C(C)C. Product: [O:8]1[CH2:13][CH2:12][N:11]([C:14]2[C:15]3[N:16]([C:20]([C:35]4[CH:36]=[CH:37][C:38]([C:39]([NH:44][CH2:45][CH2:46][C:47]([O:49][CH3:50])=[O:48])=[O:41])=[CH:42][CH:43]=4)=[C:21](/[CH:23]=[CH:24]/[C:25]4[CH:34]=[CH:33][C:32]5[C:27](=[CH:28][CH:29]=[CH:30][CH:31]=5)[N:26]=4)[N:22]=3)[N:17]=[CH:18][CH:19]=2)[CH2:10][CH2:9]1. The catalyst class is: 18. (10) The catalyst class is: 84. Product: [CH3:27][NH:26][C:24](=[O:25])[CH2:23][O:1][C:2]1[CH:3]=[C:4]2[C:9](=[CH:10][CH:11]=1)[N:8]=[CH:7][CH:6]=[C:5]2[S:12][C:13]1([C:17]([O:19][CH2:20][CH3:21])=[O:18])[CH2:14][CH2:15][CH2:16]1. Reactant: [OH:1][C:2]1[CH:3]=[C:4]2[C:9](=[CH:10][CH:11]=1)[N:8]=[CH:7][CH:6]=[C:5]2[S:12][C:13]1([C:17]([O:19][CH2:20][CH3:21])=[O:18])[CH2:16][CH2:15][CH2:14]1.Cl[CH2:23][C:24]([NH:26][CH3:27])=[O:25].C(=O)([O-])[O-].[K+].[K+].CN(C)C=O.